From a dataset of Peptide-MHC class II binding affinity with 134,281 pairs from IEDB. Regression. Given a peptide amino acid sequence and an MHC pseudo amino acid sequence, predict their binding affinity value. This is MHC class II binding data. (1) The peptide sequence is KKLGMLLMTGGVTLVRK. The MHC is DRB1_0404 with pseudo-sequence DRB1_0404. The binding affinity (normalized) is 0.750. (2) The peptide sequence is AAATAGTTVYGAFCA. The MHC is HLA-DQA10102-DQB10602 with pseudo-sequence HLA-DQA10102-DQB10602. The binding affinity (normalized) is 0.671. (3) The peptide sequence is KKTLLDLLKLTVAVGLH. The MHC is HLA-DQA10103-DQB10603 with pseudo-sequence HLA-DQA10103-DQB10603. The binding affinity (normalized) is 0.310. (4) The peptide sequence is SLLWNGPMAVSMTGVK. The MHC is DRB3_0301 with pseudo-sequence DRB3_0301. The binding affinity (normalized) is 0.936. (5) The peptide sequence is KDFTFVCPTEIVEFAKQ. The MHC is DRB1_1101 with pseudo-sequence DRB1_1101. The binding affinity (normalized) is 0.115. (6) The peptide sequence is PRLLYAKSSPAYPSV. The MHC is DRB1_0901 with pseudo-sequence DRB1_0901. The binding affinity (normalized) is 0.819.